Predict the product of the given reaction. From a dataset of Forward reaction prediction with 1.9M reactions from USPTO patents (1976-2016). (1) Given the reactants [F:1][C:2]1[CH:7]=[CH:6][CH:5]=[CH:4][C:3]=1[F:8].[Li]CCCC.[CH:14]([Si:17]([CH:34]([CH3:36])[CH3:35])([CH:31]([CH3:33])[CH3:32])[O:18][C@@H:19]1[C:25]2=[N:26][CH:27]=[CH:28][CH:29]=[C:24]2[CH2:23][C:22](=[O:30])[CH2:21][CH2:20]1)([CH3:16])[CH3:15], predict the reaction product. The product is: [F:1][C:2]1[C:3]([F:8])=[CH:4][CH:5]=[CH:6][C:7]=1[C@:22]1([OH:30])[CH2:21][CH2:20][C@H:19]([O:18][Si:17]([CH:31]([CH3:33])[CH3:32])([CH:34]([CH3:36])[CH3:35])[CH:14]([CH3:15])[CH3:16])[C:25]2=[N:26][CH:27]=[CH:28][CH:29]=[C:24]2[CH2:23]1. (2) Given the reactants [NH2:1][C@H:2]1[CH2:7][CH2:6][C@H:5]([NH2:8])[CH2:4][CH2:3]1.[CH3:9][C:10]1[N:11]([C:19]2[NH:27][C:26](Cl)=[N:25][C:24]3[C:20]=2[N:21]=[CH:22][N:23]=3)[C:12]2[C:17]([CH:18]=1)=[CH:16][CH:15]=[CH:14][CH:13]=2, predict the reaction product. The product is: [CH3:9][C:10]1[N:11]([C:19]2[N:27]=[C:26]([NH:1][C@H:2]3[CH2:7][CH2:6][C@H:5]([NH2:8])[CH2:4][CH2:3]3)[N:25]=[C:24]3[C:20]=2[N:21]=[CH:22][NH:23]3)[C:12]2[C:17]([CH:18]=1)=[CH:16][CH:15]=[CH:14][CH:13]=2. (3) The product is: [N:30]1([C:35]2[S:36][CH:37]=[C:38]([C:2]3[C:3]([NH:16][C@@H:17]4[CH2:22][CH2:21][CH2:20][N:19]([C:23]([O:25][C:26]([CH3:28])([CH3:29])[CH3:27])=[O:24])[CH2:18]4)=[N:4][C:5]([N:10]4[CH2:11][CH2:12][O:13][CH2:14][CH2:15]4)=[N:6][C:7]=3[O:8][CH3:9])[N:39]=2)[CH:34]=[CH:33][CH:32]=[CH:31]1. Given the reactants I[C:2]1[C:3]([NH:16][CH:17]2[CH2:22][CH2:21][CH2:20][N:19]([C:23]([O:25][C:26]([CH3:29])([CH3:28])[CH3:27])=[O:24])[CH2:18]2)=[N:4][C:5]([N:10]2[CH2:15][CH2:14][O:13][CH2:12][CH2:11]2)=[N:6][C:7]=1[O:8][CH3:9].[N:30]1([C:35]2[S:36][CH:37]=[C:38](B3OC(C)(C)C(C)(C)O3)[N:39]=2)[CH:34]=[CH:33][CH:32]=[CH:31]1.C([O-])([O-])=O.[Cs+].[Cs+], predict the reaction product. (4) Given the reactants C1C2C(OC([NH:17][C@@H:18]([CH3:49])[C:19]([NH:21][C:22]3[CH:48]=[CH:47][C:25]([CH2:26][C@@H:27]4[CH2:31][CH2:30][C@H:29]([C@H:32]([OH:39])[C:33]5[CH:38]=[CH:37][CH:36]=[CH:35][CH:34]=5)[N:28]4[C:40]([O:42][C:43]([CH3:46])([CH3:45])[CH3:44])=[O:41])=[CH:24][CH:23]=3)=[O:20])=O)C3C(=CC=CC=3)C=2C=CC=1.N1CCCCC1, predict the reaction product. The product is: [NH2:17][C@@H:18]([CH3:49])[C:19]([NH:21][C:22]1[CH:23]=[CH:24][C:25]([CH2:26][C@@H:27]2[CH2:31][CH2:30][C@H:29]([C@H:32]([OH:39])[C:33]3[CH:34]=[CH:35][CH:36]=[CH:37][CH:38]=3)[N:28]2[C:40]([O:42][C:43]([CH3:44])([CH3:45])[CH3:46])=[O:41])=[CH:47][CH:48]=1)=[O:20]. (5) Given the reactants [CH2:1]([C:3]1[C:11]2[C:10](=[O:12])[CH2:9][C:8]([CH3:14])([CH3:13])[CH2:7][C:6]=2[N:5]([C:15]2[CH:23]=[C:22]([NH:24][CH:25]3[CH2:30][CH2:29][CH:28]([OH:31])[CH2:27][CH2:26]3)[C:18]([C:19]([NH2:21])=[O:20])=[C:17]([F:32])[CH:16]=2)[N:4]=1)[CH3:2].C(Cl)CCl.[C:37]([NH:44][CH2:45][C:46](O)=[O:47])([O:39][C:40]([CH3:43])([CH3:42])[CH3:41])=[O:38], predict the reaction product. The product is: [C:40]([O:39][C:37]([NH:44][CH2:45][C:46]([O:31][C@H:28]1[CH2:27][CH2:26][C@H:25]([NH:24][C:22]2[CH:23]=[C:15]([N:5]3[C:6]4[CH2:7][C:8]([CH3:14])([CH3:13])[CH2:9][C:10](=[O:12])[C:11]=4[C:3]([CH2:1][CH3:2])=[N:4]3)[CH:16]=[C:17]([F:32])[C:18]=2[C:19](=[O:20])[NH2:21])[CH2:30][CH2:29]1)=[O:47])=[O:38])([CH3:43])([CH3:42])[CH3:41]. (6) Given the reactants C[O:2][C:3]([C:5]1[CH2:11][CH2:10][O:9][C:8]2[CH:12]=[CH:13][CH:14]=[CH:15][C:7]=2[CH:6]=1)=[O:4].[OH-].[Na+], predict the reaction product. The product is: [O:9]1[CH2:10][CH2:11][C:5]([C:3]([OH:4])=[O:2])=[CH:6][C:7]2[CH:15]=[CH:14][CH:13]=[CH:12][C:8]1=2.